From a dataset of Full USPTO retrosynthesis dataset with 1.9M reactions from patents (1976-2016). Predict the reactants needed to synthesize the given product. (1) The reactants are: [NH2:1][CH:2]1[CH2:6][CH2:5][N:4]([C:7]2[N:8]=[C:9]([NH:16][C:17]3[CH:22]=[CH:21][C:20]([O:23][CH3:24])=[C:19]([O:25][CH3:26])[CH:18]=3)[C:10]3[N:15]=[CH:14][S:13][C:11]=3[N:12]=2)[CH2:3]1.[NH:27]1[C:35]2[C:30](=[CH:31][C:32]([C:36](O)=[O:37])=[CH:33][CH:34]=2)[CH:29]=[N:28]1.CN1C=CN=C1.CCN=C=NCCCN(C)C. Given the product [CH3:26][O:25][C:19]1[CH:18]=[C:17]([NH:16][C:9]2[C:10]3[N:15]=[CH:14][S:13][C:11]=3[N:12]=[C:7]([N:4]3[CH2:5][CH2:6][CH:2]([NH:1][C:36]([C:32]4[CH:31]=[C:30]5[C:35](=[CH:34][CH:33]=4)[NH:27][N:28]=[CH:29]5)=[O:37])[CH2:3]3)[N:8]=2)[CH:22]=[CH:21][C:20]=1[O:23][CH3:24], predict the reactants needed to synthesize it. (2) Given the product [CH3:10][O:11][C:12]1[C:17]([C:18]2[CH:23]=[CH:22][C:21]([O:24][CH3:25])=[CH:20][CH:19]=2)=[CH:16][C:15]([CH2:26][NH:9][CH:7]([C:3]2[CH:2]=[N:1][CH:6]=[CH:5][CH:4]=2)[CH3:8])=[CH:14][CH:13]=1, predict the reactants needed to synthesize it. The reactants are: [N:1]1[CH:6]=[CH:5][CH:4]=[C:3]([CH:7]([NH2:9])[CH3:8])[CH:2]=1.[CH3:10][O:11][C:12]1[C:17]([C:18]2[CH:23]=[CH:22][C:21]([O:24][CH3:25])=[CH:20][CH:19]=2)=[CH:16][C:15]([CH:26]=O)=[CH:14][CH:13]=1.C(O[BH-](OC(=O)C)OC(=O)C)(=O)C.[Na+]. (3) The reactants are: F[P-](F)(F)(F)(F)F.[N:8]1([O:17][P+](N(C)C)(N(C)C)N(C)C)[C:12]2[CH:13]=[CH:14][CH:15]=[CH:16][C:11]=2[N:10]=[N:9]1.[NH2:28][C:29]1[CH:30]=[C:31]([CH:35]=[CH:36][C:37]=1[Cl:38])[C:32](O)=[O:33].C(N(CC)CC)C.CN(C)C=O. Given the product [NH2:28][C:29]1[CH:30]=[C:31]([CH:35]=[CH:36][C:37]=1[Cl:38])[C:32]([O:17][N:8]1[C:12]2[CH:13]=[CH:14][CH:15]=[CH:16][C:11]=2[N:10]=[N:9]1)=[O:33], predict the reactants needed to synthesize it. (4) Given the product [C:31]1([NH:37][C:15]([C:16]2[CH:22]=[C:21]([I:23])[CH:20]=[C:19]([CH3:38])[C:17]=2[NH:18][C:13]([C:12]2[N:8]([C:3]3[C:2]([Cl:1])=[CH:7][CH:6]=[CH:5][N:4]=3)[N:9]=[C:10]([C:26]([F:28])([F:29])[F:27])[CH:11]=2)=[O:14])=[O:25])([CH:34]2[CH2:36][CH2:35]2)[CH2:33][CH2:32]1, predict the reactants needed to synthesize it. The reactants are: [Cl:1][C:2]1[C:3]([N:8]2[C:12]([C:13]3[O:14][C:15](=[O:25])[C:16]4[CH:22]=[C:21]([I:23])[CH:20]=[C:19](O)[C:17]=4[N:18]=3)=[CH:11][C:10]([C:26]([F:29])([F:28])[F:27])=[N:9]2)=[N:4][CH:5]=[CH:6][CH:7]=1.Cl.[C:31]1([NH2:37])([CH:34]2[CH2:36][CH2:35]2)[CH2:33][CH2:32]1.[CH2:38](N(CC)CC)C.